From a dataset of Buchwald-Hartwig C-N cross coupling reaction yields with 55,370 reactions. Predict the reaction yield, written as a fraction of the theoretical maximum amount of product (1.0 means a 100% yield; for example, 0.34 means a 34% yield). (1) The reactants are COc1ccc(Br)cc1.Cc1ccc(N)cc1.O=S(=O)(O[Pd]1c2ccccc2-c2ccccc2N~1)C(F)(F)F.COc1ccc(OC)c(P(C(C)(C)C)C(C)(C)C)c1-c1c(C(C)C)cc(C(C)C)cc1C(C)C.CCN=P(N=P(N(C)C)(N(C)C)N(C)C)(N(C)C)N(C)C.c1ccc(CN(Cc2ccccc2)c2ccon2)cc1. No catalyst specified. The product is COc1ccc(Nc2ccc(C)cc2)cc1. The yield is 0.579. (2) The reactants are FC(F)(F)c1ccc(I)cc1.Cc1ccc(N)cc1.O=S(=O)(O[Pd]1c2ccccc2-c2ccccc2N~1)C(F)(F)F.CC(C)c1cc(C(C)C)c(-c2ccccc2P(C2CCCCC2)C2CCCCC2)c(C(C)C)c1.CN1CCCN2CCCN=C12.COC(=O)c1cc(-c2cccs2)on1. No catalyst specified. The product is Cc1ccc(Nc2ccc(C(F)(F)F)cc2)cc1. The yield is 0.363.